From a dataset of Reaction yield outcomes from USPTO patents with 853,638 reactions. Predict the reaction yield, written as a fraction of the theoretical maximum amount of product (1.0 means a 100% yield; for example, 0.34 means a 34% yield). The reactants are I[C:2]1[CH:3]=[N:4][N:5]([C:7]2[CH:12]=[CH:11][C:10]([N+:13]([O-:15])=[O:14])=[CH:9][N:8]=2)[CH:6]=1.[CH:16]1(B(O)O)[CH2:18][CH2:17]1.C1(P(C2CCCCC2)C2CCCCC2)CCCCC1.P([O-])([O-])([O-])=O.[K+].[K+].[K+]. The catalyst is C([O-])(=O)C.[Pd+2].C([O-])(=O)C. The product is [CH:16]1([C:2]2[CH:3]=[N:4][N:5]([C:7]3[CH:12]=[CH:11][C:10]([N+:13]([O-:15])=[O:14])=[CH:9][N:8]=3)[CH:6]=2)[CH2:18][CH2:17]1. The yield is 0.280.